Dataset: Reaction yield outcomes from USPTO patents with 853,638 reactions. Task: Predict the reaction yield, written as a fraction of the theoretical maximum amount of product (1.0 means a 100% yield; for example, 0.34 means a 34% yield). The reactants are Cl[C:2]1[CH:7]=[C:6]([CH3:8])[N:5]=[C:4]([O:9][CH3:10])[N:3]=1.[CH3:11][N:12]([CH:23]1[CH2:28][CH2:27][NH:26][CH2:25][CH2:24]1)[C:13](=[O:22])[O:14][CH2:15][C:16]1[CH:21]=[CH:20][CH:19]=[CH:18][CH:17]=1.C([O-])([O-])=O.[K+].[K+]. The catalyst is CC(C)=O. The product is [CH3:10][O:9][C:4]1[N:3]=[C:2]([N:26]2[CH2:25][CH2:24][CH:23]([N:12]([CH3:11])[C:13](=[O:22])[O:14][CH2:15][C:16]3[CH:21]=[CH:20][CH:19]=[CH:18][CH:17]=3)[CH2:28][CH2:27]2)[CH:7]=[C:6]([CH3:8])[N:5]=1. The yield is 0.710.